Dataset: Full USPTO retrosynthesis dataset with 1.9M reactions from patents (1976-2016). Task: Predict the reactants needed to synthesize the given product. The reactants are: Br[Mg][C:3]1[CH:8]=[CH:7][C:6]([C:9]([CH3:12])([CH3:11])[CH3:10])=[CH:5][CH:4]=1.[F:13][C:14]1[CH:19]=[CH:18][C:17]([C:20]2[C:29]([CH:30]=[O:31])=[C:28]([CH:32]([CH3:34])[CH3:33])[CH:27]=[C:26]3[C:21]=2[C:22](=[O:37])[CH2:23][C:24]([CH3:36])([CH3:35])[O:25]3)=[CH:16][CH:15]=1.C(=O)(O)[O-].[Na+]. Given the product [C:9]([C:6]1[CH:7]=[CH:8][C:3]([CH:30]([OH:31])[C:29]2[C:20]([C:17]3[CH:16]=[CH:15][C:14]([F:13])=[CH:19][CH:18]=3)=[C:21]3[C:26](=[CH:27][C:28]=2[CH:32]([CH3:34])[CH3:33])[O:25][C:24]([CH3:35])([CH3:36])[CH2:23][C:22]3=[O:37])=[CH:4][CH:5]=1)([CH3:12])([CH3:11])[CH3:10], predict the reactants needed to synthesize it.